Dataset: Reaction yield outcomes from USPTO patents with 853,638 reactions. Task: Predict the reaction yield, written as a fraction of the theoretical maximum amount of product (1.0 means a 100% yield; for example, 0.34 means a 34% yield). (1) The reactants are I[C:2]1[C:6]([C:7]2[CH:12]=[CH:11][N:10]=[C:9]([NH:13][CH2:14][C@@H:15]([OH:17])[CH3:16])[N:8]=2)=[CH:5][N:4]([CH:18]([CH3:20])[CH3:19])[N:3]=1.[CH3:21][C:22]1[NH:39][C:25]2=[N:26][CH:27]=[C:28](B3OC(C)(C)C(C)(C)O3)[CH:29]=[C:24]2[C:23]=1[CH3:40].C([O-])([O-])=O.[Na+].[Na+]. The product is [CH3:21][C:22]1[NH:39][C:25]2=[N:26][CH:27]=[C:28]([C:2]3[C:6]([C:7]4[CH:12]=[CH:11][N:10]=[C:9]([NH:13][CH2:14][C@@H:15]([OH:17])[CH3:16])[N:8]=4)=[CH:5][N:4]([CH:18]([CH3:20])[CH3:19])[N:3]=3)[CH:29]=[C:24]2[C:23]=1[CH3:40]. The yield is 0.236. The catalyst is C1(C)C=CC=CC=1.CCO.C1C=CC([P]([Pd]([P](C2C=CC=CC=2)(C2C=CC=CC=2)C2C=CC=CC=2)([P](C2C=CC=CC=2)(C2C=CC=CC=2)C2C=CC=CC=2)[P](C2C=CC=CC=2)(C2C=CC=CC=2)C2C=CC=CC=2)(C2C=CC=CC=2)C2C=CC=CC=2)=CC=1. (2) The reactants are C(O)(=O)C.[C:5]([O:9][C:10]([N:12]1[CH2:24][CH2:23][C:15]2([N:19]=[C:18](SC)[NH:17][C:16]2=[O:22])[CH2:14][CH2:13]1)=[O:11])([CH3:8])([CH3:7])[CH3:6].[F:25][C:26]([F:35])([F:34])[C:27]1[CH:28]=[C:29]([CH:31]=[CH:32][CH:33]=1)[NH2:30].C(=O)(O)[O-].[Na+]. The catalyst is CC(N(C)C)=O. The product is [C:5]([O:9][C:10]([N:12]1[CH2:24][CH2:23][C:15]2([N:19]=[C:18]([NH:30][C:29]3[CH:31]=[CH:32][CH:33]=[C:27]([C:26]([F:25])([F:34])[F:35])[CH:28]=3)[NH:17][C:16]2=[O:22])[CH2:14][CH2:13]1)=[O:11])([CH3:8])([CH3:7])[CH3:6]. The yield is 0.510.